From a dataset of Forward reaction prediction with 1.9M reactions from USPTO patents (1976-2016). Predict the product of the given reaction. (1) The product is: [OH:31][C@H:28]1[CH2:29][CH2:30][N:26]([C:23]2[N:24]=[CH:25][C:20]([NH:19][C:12]([C:10]3[N:11]=[C:7]([C:1]4[CH:2]=[CH:3][CH:4]=[CH:5][CH:6]=4)[O:8][C:9]=3[C:15]([F:18])([F:17])[F:16])=[O:14])=[CH:21][N:22]=2)[CH2:27]1. Given the reactants [C:1]1([C:7]2[O:8][C:9]([C:15]([F:18])([F:17])[F:16])=[C:10]([C:12]([OH:14])=O)[N:11]=2)[CH:6]=[CH:5][CH:4]=[CH:3][CH:2]=1.[NH2:19][C:20]1[CH:21]=[N:22][C:23]([N:26]2[CH2:30][CH2:29][C@H:28]([OH:31])[CH2:27]2)=[N:24][CH:25]=1, predict the reaction product. (2) The product is: [N:19]([CH2:2][CH2:3][CH2:4][CH2:5][CH2:6][CH2:7][O:8][N:9]1[C:15](=[O:16])[CH2:14][CH:13]2[C:17](=[O:18])[CH:10]1[CH:11]=[CH:12]2)=[N+:20]=[N-:21]. Given the reactants Br[CH2:2][CH2:3][CH2:4][CH2:5][CH2:6][CH2:7][O:8][N:9]1[C:15](=[O:16])[CH2:14][CH:13]2[C:17](=[O:18])[CH:10]1[CH:11]=[CH:12]2.[N-:19]=[N+:20]=[N-:21].[Na+], predict the reaction product.